This data is from Full USPTO retrosynthesis dataset with 1.9M reactions from patents (1976-2016). The task is: Predict the reactants needed to synthesize the given product. (1) Given the product [CH2:2]([O:4][C:5](=[O:9])[CH2:6][CH2:7][NH:8][CH:12]1[CH2:13][CH2:14][CH2:15][C:11]1([CH3:17])[CH3:10])[CH3:3], predict the reactants needed to synthesize it. The reactants are: Cl.[CH2:2]([O:4][C:5](=[O:9])[CH2:6][CH2:7][NH2:8])[CH3:3].[CH3:10][C:11]1([CH3:17])[CH2:15][CH2:14][CH2:13][C:12]1=O.C([O-])(=O)C.[Na+].C(O[BH-](OC(=O)C)OC(=O)C)(=O)C.[Na+]. (2) Given the product [CH2:1]([N:8]1[CH2:13][CH2:12][CH:11]([N:14]2[C:20]3[C:19](=[CH:24][C:23]([F:25])=[CH:22][CH:21]=3)[C:16]([CH3:18])([CH3:17])[C:15]2=[O:27])[CH2:10][CH2:9]1)[C:2]1[CH:7]=[CH:6][CH:5]=[CH:4][CH:3]=1, predict the reactants needed to synthesize it. The reactants are: [CH2:1]([N:8]1[CH2:13][CH2:12][CH:11]([NH:14][C:15](=[O:27])[C:16]([C:19]2[CH:24]=[C:23]([F:25])[CH:22]=[CH:21][C:20]=2Br)([CH3:18])[CH3:17])[CH2:10][CH2:9]1)[C:2]1[CH:7]=[CH:6][CH:5]=[CH:4][CH:3]=1.C1(B(O)O)C=CC=CC=1.C1(P(C2CCCCC2)C2C=CC=CC=2C2C(C(C)C)=CC(C(C)C)=CC=2C(C)C)CCCCC1.C(=O)([O-])[O-].[K+].[K+]. (3) The reactants are: [S:1]1[C:5]2[CH:6]=[CH:7][CH:8]=[CH:9][C:4]=2[N:3]=[C:2]1[NH:10][C:11]([O:13][CH2:14][C@@H:15]([N:21]([CH3:34])[C:22]([NH:24][CH2:25][C:26]1[CH:31]=[CH:30][CH:29]=[C:28]([F:32])[C:27]=1[Cl:33])=[O:23])[CH2:16][CH2:17][C:18]([OH:20])=O)=[O:12].[C:35]([N:42]1[CH2:47][CH2:46][NH:45][CH2:44][CH2:43]1)([O:37][C:38]([CH3:41])([CH3:40])[CH3:39])=[O:36].CCN(C(C)C)C(C)C.CN(C(ON1N=NC2C=CC=CC1=2)=[N+](C)C)C.F[P-](F)(F)(F)(F)F. Given the product [S:1]1[C:5]2[CH:6]=[CH:7][CH:8]=[CH:9][C:4]=2[N:3]=[C:2]1[NH:10][C:11]([O:13][CH2:14][C@@H:15]([N:21]([CH3:34])[C:22]([NH:24][CH2:25][C:26]1[CH:31]=[CH:30][CH:29]=[C:28]([F:32])[C:27]=1[Cl:33])=[O:23])[CH2:16][CH2:17][C:18]([N:45]1[CH2:44][CH2:43][N:42]([C:35]([O:37][C:38]([CH3:41])([CH3:40])[CH3:39])=[O:36])[CH2:47][CH2:46]1)=[O:20])=[O:12], predict the reactants needed to synthesize it.